Dataset: Full USPTO retrosynthesis dataset with 1.9M reactions from patents (1976-2016). Task: Predict the reactants needed to synthesize the given product. (1) Given the product [Cl:1][C:2]1[CH:7]=[C:6]([O:8][CH3:9])[CH:5]=[CH:4][C:3]=1[C:10]1[CH:15]=[CH:14][N:13]=[C:12]([NH:34][CH:31]([CH:28]2[CH2:30][CH2:29]2)[CH2:32][CH3:33])[C:11]=1[N+:24]([O-:26])=[O:25], predict the reactants needed to synthesize it. The reactants are: [Cl:1][C:2]1[CH:7]=[C:6]([O:8][CH3:9])[CH:5]=[CH:4][C:3]=1[C:10]1[CH:15]=[CH:14][N:13]=[C:12](OS(C(F)(F)F)(=O)=O)[C:11]=1[N+:24]([O-:26])=[O:25].Cl.[CH:28]1([CH:31]([NH2:34])[CH2:32][CH3:33])[CH2:30][CH2:29]1. (2) Given the product [Br:17][C:15]1[CH:16]=[C:11]2[C:12]([N:7]3[C:8]([CH2:9][O:10]2)=[N:22][NH:21][C:4](=[O:3])[C@H:5]3[CH3:6])=[CH:13][CH:14]=1, predict the reactants needed to synthesize it. The reactants are: C([O:3][C:4](=O)[C@H:5]([N:7]1[C:12]2[CH:13]=[CH:14][C:15]([Br:17])=[CH:16][C:11]=2[O:10][CH2:9][C:8]1=S)[CH3:6])C.O.[NH2:21][NH2:22].